Dataset: Peptide-MHC class I binding affinity with 185,985 pairs from IEDB/IMGT. Task: Regression. Given a peptide amino acid sequence and an MHC pseudo amino acid sequence, predict their binding affinity value. This is MHC class I binding data. (1) The peptide sequence is GHGTVVLEL. The MHC is HLA-A02:16 with pseudo-sequence HLA-A02:16. The binding affinity (normalized) is 0.0847. (2) The peptide sequence is FYKRKAMAW. The MHC is HLA-A26:01 with pseudo-sequence HLA-A26:01. The binding affinity (normalized) is 0.0847. (3) The peptide sequence is IIYSKAGNI. The MHC is HLA-A02:03 with pseudo-sequence HLA-A02:03. The binding affinity (normalized) is 0.766. (4) The peptide sequence is GPKVKQWPL. The MHC is HLA-B07:02 with pseudo-sequence HLA-B07:02. The binding affinity (normalized) is 0.276. (5) The peptide sequence is DFGYATMAK. The MHC is HLA-B48:01 with pseudo-sequence HLA-B48:01. The binding affinity (normalized) is 0.0847. (6) The peptide sequence is IPIGTYGQM. The MHC is HLA-B07:02 with pseudo-sequence HLA-B07:02. The binding affinity (normalized) is 0.638. (7) The peptide sequence is ELYDTSPTK. The MHC is HLA-A68:01 with pseudo-sequence HLA-A68:01. The binding affinity (normalized) is 0.869. (8) The peptide sequence is DEYGPVFVE. The MHC is HLA-A02:16 with pseudo-sequence HLA-A02:16. The binding affinity (normalized) is 0.0847. (9) The peptide sequence is EMIWDPNGW. The MHC is HLA-B48:01 with pseudo-sequence HLA-B48:01. The binding affinity (normalized) is 0.0847.